This data is from NCI-60 drug combinations with 297,098 pairs across 59 cell lines. The task is: Regression. Given two drug SMILES strings and cell line genomic features, predict the synergy score measuring deviation from expected non-interaction effect. (1) Drug 1: C1C(C(OC1N2C=NC3=C(N=C(N=C32)Cl)N)CO)O. Drug 2: CNC(=O)C1=NC=CC(=C1)OC2=CC=C(C=C2)NC(=O)NC3=CC(=C(C=C3)Cl)C(F)(F)F. Cell line: OVCAR3. Synergy scores: CSS=4.27, Synergy_ZIP=-1.65, Synergy_Bliss=-0.818, Synergy_Loewe=-8.82, Synergy_HSA=-2.27. (2) Cell line: KM12. Drug 2: CCC1=C2CN3C(=CC4=C(C3=O)COC(=O)C4(CC)O)C2=NC5=C1C=C(C=C5)O. Drug 1: CNC(=O)C1=CC=CC=C1SC2=CC3=C(C=C2)C(=NN3)C=CC4=CC=CC=N4. Synergy scores: CSS=19.0, Synergy_ZIP=-9.86, Synergy_Bliss=-4.85, Synergy_Loewe=-2.29, Synergy_HSA=-1.28. (3) Drug 1: CC1CCC2CC(C(=CC=CC=CC(CC(C(=O)C(C(C(=CC(C(=O)CC(OC(=O)C3CCCCN3C(=O)C(=O)C1(O2)O)C(C)CC4CCC(C(C4)OC)O)C)C)O)OC)C)C)C)OC. Drug 2: CC(C)(C#N)C1=CC(=CC(=C1)CN2C=NC=N2)C(C)(C)C#N. Cell line: SF-539. Synergy scores: CSS=2.84, Synergy_ZIP=0.154, Synergy_Bliss=-0.0933, Synergy_Loewe=0.898, Synergy_HSA=-1.68. (4) Drug 1: C1C(C(OC1N2C=C(C(=O)NC2=O)F)CO)O. Drug 2: C1=CN(C=N1)CC(O)(P(=O)(O)O)P(=O)(O)O. Cell line: MOLT-4. Synergy scores: CSS=43.9, Synergy_ZIP=3.85, Synergy_Bliss=5.77, Synergy_Loewe=-46.7, Synergy_HSA=2.37. (5) Drug 1: CCCS(=O)(=O)NC1=C(C(=C(C=C1)F)C(=O)C2=CNC3=C2C=C(C=N3)C4=CC=C(C=C4)Cl)F. Drug 2: C1=CC(=CC=C1CC(C(=O)O)N)N(CCCl)CCCl.Cl. Cell line: CCRF-CEM. Synergy scores: CSS=27.0, Synergy_ZIP=0.699, Synergy_Bliss=-2.91, Synergy_Loewe=-21.0, Synergy_HSA=-5.35. (6) Drug 1: COC1=C(C=C2C(=C1)N=CN=C2NC3=CC(=C(C=C3)F)Cl)OCCCN4CCOCC4. Drug 2: CC1C(C(=O)NC(C(=O)N2CCCC2C(=O)N(CC(=O)N(C(C(=O)O1)C(C)C)C)C)C(C)C)NC(=O)C3=C4C(=C(C=C3)C)OC5=C(C(=O)C(=C(C5=N4)C(=O)NC6C(OC(=O)C(N(C(=O)CN(C(=O)C7CCCN7C(=O)C(NC6=O)C(C)C)C)C)C(C)C)C)N)C. Cell line: SK-MEL-5. Synergy scores: CSS=39.1, Synergy_ZIP=12.5, Synergy_Bliss=15.5, Synergy_Loewe=16.1, Synergy_HSA=15.7. (7) Drug 1: CC1=C(C(=O)C2=C(C1=O)N3CC4C(C3(C2COC(=O)N)OC)N4)N. Drug 2: CCC1(C2=C(COC1=O)C(=O)N3CC4=CC5=C(C=CC(=C5CN(C)C)O)N=C4C3=C2)O.Cl. Cell line: KM12. Synergy scores: CSS=0.0230, Synergy_ZIP=-8.31, Synergy_Bliss=-18.2, Synergy_Loewe=-41.0, Synergy_HSA=-20.1. (8) Drug 1: CC1=C(C(=CC=C1)Cl)NC(=O)C2=CN=C(S2)NC3=CC(=NC(=N3)C)N4CCN(CC4)CCO. Drug 2: B(C(CC(C)C)NC(=O)C(CC1=CC=CC=C1)NC(=O)C2=NC=CN=C2)(O)O. Cell line: NCI/ADR-RES. Synergy scores: CSS=16.2, Synergy_ZIP=-1.60, Synergy_Bliss=-0.364, Synergy_Loewe=-5.42, Synergy_HSA=0.423. (9) Drug 1: C1CCN(CC1)CCOC2=CC=C(C=C2)C(=O)C3=C(SC4=C3C=CC(=C4)O)C5=CC=C(C=C5)O. Drug 2: CCC1=C2CN3C(=CC4=C(C3=O)COC(=O)C4(CC)O)C2=NC5=C1C=C(C=C5)O. Cell line: SF-295. Synergy scores: CSS=19.4, Synergy_ZIP=5.38, Synergy_Bliss=-0.462, Synergy_Loewe=-34.6, Synergy_HSA=-0.268.